This data is from Full USPTO retrosynthesis dataset with 1.9M reactions from patents (1976-2016). The task is: Predict the reactants needed to synthesize the given product. (1) Given the product [I:17][C:2]1[CH:11]=[C:10]2[C:5]([C:6](=[O:12])[NH:7][CH:8]=[N:9]2)=[CH:4][CH:3]=1, predict the reactants needed to synthesize it. The reactants are: N[C:2]1[CH:11]=[C:10]2[C:5]([C:6](=[O:12])[NH:7][CH:8]=[N:9]2)=[CH:4][CH:3]=1.N([O-])=O.[Na+].[I-:17].[K+]. (2) The reactants are: Cl.[NH2:2][C@H:3]1[CH2:8][CH2:7][C@H:6]([NH:9][C:10]([C:12]2[C:16]3[N:17]=[CH:18][N:19]=[C:20]([C:21]4[CH:26]=[C:25]([F:27])[CH:24]=[CH:23][C:22]=4[O:28][CH2:29][CH:30]4[CH2:32][CH2:31]4)[C:15]=3[NH:14][CH:13]=2)=[O:11])[CH2:5][CH2:4]1.[C:33](Cl)(=[O:35])[CH3:34]. Given the product [C:33]([NH:2][C@H:3]1[CH2:8][CH2:7][C@H:6]([NH:9][C:10]([C:12]2[C:16]3[N:17]=[CH:18][N:19]=[C:20]([C:21]4[CH:26]=[C:25]([F:27])[CH:24]=[CH:23][C:22]=4[O:28][CH2:29][CH:30]4[CH2:31][CH2:32]4)[C:15]=3[NH:14][CH:13]=2)=[O:11])[CH2:5][CH2:4]1)(=[O:35])[CH3:34], predict the reactants needed to synthesize it. (3) Given the product [Cl:1][C:2]1[CH:3]=[CH:4][C:5]2[O:10][CH:9]([C:11]3[NH:32][N:31]=[N:30][N:12]=3)[O:8][C:7]([CH:19]3[CH2:20][CH2:21][CH2:22][CH2:23][CH2:24]3)([CH:13]3[CH2:18][CH2:17][CH2:16][CH2:15][CH2:14]3)[C:6]=2[CH:25]=1, predict the reactants needed to synthesize it. The reactants are: [Cl:1][C:2]1[CH:3]=[CH:4][C:5]2[O:10][CH:9]([C:11]#[N:12])[O:8][C:7]([CH:19]3[CH2:24][CH2:23][CH2:22][CH2:21][CH2:20]3)([CH:13]3[CH2:18][CH2:17][CH2:16][CH2:15][CH2:14]3)[C:6]=2[CH:25]=1.C[Sn]([N:30]=[N+:31]=[N-:32])(C)C. (4) Given the product [CH:24]1([CH2:23][N:21]2[C:22]3[C:10]([C:7]([NH2:8])=[O:9])=[CH:11][C:12]([C:32]4[C:33]([CH3:38])=[N:34][O:35][C:36]=4[CH3:37])=[CH:13][C:14]=3[C:15]3[C:20]2=[CH:19][C:18]([CH2:27][OH:28])=[CH:17][CH:16]=3)[CH2:26][CH2:25]1, predict the reactants needed to synthesize it. The reactants are: [H-].[Al+3].[Li+].[H-].[H-].[H-].[C:7]([C:10]1[CH:11]=[C:12]([C:32]2[C:33]([CH3:38])=[N:34][O:35][C:36]=2[CH3:37])[CH:13]=[C:14]2[C:22]=1[N:21]([CH2:23][CH:24]1[CH2:26][CH2:25]1)[C:20]1[CH:19]=[C:18]([C:27](OCC)=[O:28])[CH:17]=[CH:16][C:15]2=1)(=[O:9])[NH2:8]. (5) Given the product [C:10]([C:14]1[CH:19]=[CH:18][C:17]([C:2]2[CH:9]=[CH:8][CH:7]=[C:4]([CH:5]=[O:6])[CH:3]=2)=[CH:16][CH:15]=1)([CH3:13])([CH3:12])[CH3:11], predict the reactants needed to synthesize it. The reactants are: Br[C:2]1[CH:3]=[C:4]([CH:7]=[CH:8][CH:9]=1)[CH:5]=[O:6].[C:10]([C:14]1[CH:19]=[CH:18][C:17](B(O)O)=[CH:16][CH:15]=1)([CH3:13])([CH3:12])[CH3:11].O.O1CCOCC1.C([O-])([O-])=O.[K+].[K+].